Task: Predict the reactants needed to synthesize the given product.. Dataset: Full USPTO retrosynthesis dataset with 1.9M reactions from patents (1976-2016) Given the product [F:1][C:2]1[CH:19]=[CH:18][CH:17]=[CH:16][C:3]=1[CH2:4][O:5][C:6]1[CH:14]=[C:13]([OH:15])[CH:12]=[C:8]([C:9]2[NH:28][C:23]3[C:24]([N:27]=2)=[N:25][CH:26]=[CH:21][CH:22]=3)[CH:7]=1, predict the reactants needed to synthesize it. The reactants are: [F:1][C:2]1[CH:19]=[CH:18][CH:17]=[CH:16][C:3]=1[CH2:4][O:5][C:6]1[CH:7]=[C:8]([CH:12]=[C:13]([OH:15])[CH:14]=1)[C:9](O)=O.Br[C:21]1[CH:22]=[C:23]([NH2:28])[C:24]([NH2:27])=[N:25][CH:26]=1.CN(C(ON1N=NC2C=CC=CC1=2)=[N+](C)C)C.F[P-](F)(F)(F)(F)F.